This data is from NCI-60 drug combinations with 297,098 pairs across 59 cell lines. The task is: Regression. Given two drug SMILES strings and cell line genomic features, predict the synergy score measuring deviation from expected non-interaction effect. Drug 1: C1=CC(=CC=C1CC(C(=O)O)N)N(CCCl)CCCl.Cl. Drug 2: CN(CCCl)CCCl.Cl. Cell line: 786-0. Synergy scores: CSS=18.4, Synergy_ZIP=-10.4, Synergy_Bliss=-10.5, Synergy_Loewe=-14.6, Synergy_HSA=-9.73.